Dataset: Peptide-MHC class II binding affinity with 134,281 pairs from IEDB. Task: Regression. Given a peptide amino acid sequence and an MHC pseudo amino acid sequence, predict their binding affinity value. This is MHC class II binding data. (1) The peptide sequence is SINYRTEIDKPCQHH. The MHC is HLA-DPA10201-DPB11401 with pseudo-sequence HLA-DPA10201-DPB11401. The binding affinity (normalized) is 0. (2) The peptide sequence is DAFIAALTEALRVIA. The MHC is HLA-DPA10201-DPB11401 with pseudo-sequence HLA-DPA10201-DPB11401. The binding affinity (normalized) is 0.0479. (3) The peptide sequence is EEDKENALSLLDKIYT. The MHC is DRB1_1501 with pseudo-sequence DRB1_1501. The binding affinity (normalized) is 0.354. (4) The peptide sequence is YFRNEQSIPPLIKKY. The MHC is HLA-DQA10104-DQB10503 with pseudo-sequence HLA-DQA10104-DQB10503. The binding affinity (normalized) is 0.173. (5) The peptide sequence is LLKDLEEGIQTLMGR. The MHC is DRB1_0901 with pseudo-sequence DRB1_0901. The binding affinity (normalized) is 0.0702. (6) The peptide sequence is MGQLFSFFEEVPNII. The MHC is DRB1_0101 with pseudo-sequence DRB1_0101. The binding affinity (normalized) is 0.915. (7) The peptide sequence is GDEATGANIVKVALEAPLKQ. The MHC is DRB1_0301 with pseudo-sequence DRB1_0301. The binding affinity (normalized) is 0. (8) The peptide sequence is IGCAMLHWSLILPGI. The MHC is DRB1_1301 with pseudo-sequence DRB1_1301. The binding affinity (normalized) is 0.626. (9) The peptide sequence is FTVVAAKPGFNNHEENGQSA. The MHC is DRB1_1301 with pseudo-sequence DRB1_1301. The binding affinity (normalized) is 0. (10) The binding affinity (normalized) is 0.132. The MHC is HLA-DQA10401-DQB10402 with pseudo-sequence HLA-DQA10401-DQB10402. The peptide sequence is IIQGLKLMNSPEFHL.